This data is from Catalyst prediction with 721,799 reactions and 888 catalyst types from USPTO. The task is: Predict which catalyst facilitates the given reaction. (1) The catalyst class is: 8. Reactant: C(OC([N:8]1[C:12]2[CH:13]=[CH:14][CH:15]=[CH:16][C:11]=2[N:10]=[C:9]1[CH2:17][N:18]([CH2:29][C:30]1([CH2:33][CH2:34][N:35]2C(=O)C3C(=CC=CC=3)C2=O)[CH2:32][CH2:31]1)[CH:19]1[C:28]2[N:27]=[CH:26][CH:25]=[CH:24][C:23]=2[CH2:22][CH2:21][CH2:20]1)=O)(C)(C)C.O.NN. Product: [NH2:35][CH2:34][CH2:33][C:30]1([CH2:29][N:18]([CH2:17][C:9]2[NH:8][C:12]3[CH:13]=[CH:14][CH:15]=[CH:16][C:11]=3[N:10]=2)[CH:19]2[C:28]3[N:27]=[CH:26][CH:25]=[CH:24][C:23]=3[CH2:22][CH2:21][CH2:20]2)[CH2:32][CH2:31]1. (2) Reactant: [C:1]([C:5]1[CH:33]=[C:8]2[N:9]=[C:10]([CH3:32])[C:11]([CH:20]([CH2:25][C:26]3[CH:31]=[CH:30][CH:29]=[CH:28][CH:27]=3)[C:21]([O:23]C)=[O:22])=[C:12]([C:13]3[CH:18]=[CH:17][C:16]([CH3:19])=[CH:15][CH:14]=3)[N:7]2[N:6]=1)([CH3:4])([CH3:3])[CH3:2].[OH-].[Na+]. Product: [C:1]([C:5]1[CH:33]=[C:8]2[N:9]=[C:10]([CH3:32])[C:11]([CH:20]([CH2:25][C:26]3[CH:31]=[CH:30][CH:29]=[CH:28][CH:27]=3)[C:21]([OH:23])=[O:22])=[C:12]([C:13]3[CH:18]=[CH:17][C:16]([CH3:19])=[CH:15][CH:14]=3)[N:7]2[N:6]=1)([CH3:4])([CH3:3])[CH3:2]. The catalyst class is: 5.